From a dataset of Catalyst prediction with 721,799 reactions and 888 catalyst types from USPTO. Predict which catalyst facilitates the given reaction. (1) Reactant: [CH2:1]([O:8][C:9]([N:11]([C:18]1[C:27]2[C:22](=[CH:23][CH:24]=[C:25]([C:28]([F:31])([F:30])[F:29])[CH:26]=2)[N:21]=[CH:20][CH:19]=1)[CH2:12][C:13]([O:15]CC)=[O:14])=[O:10])[C:2]1[CH:7]=[CH:6][CH:5]=[CH:4][CH:3]=1.[Li+].[OH-].Cl. Product: [CH2:1]([O:8][C:9]([N:11]([C:18]1[C:27]2[C:22](=[CH:23][CH:24]=[C:25]([C:28]([F:31])([F:30])[F:29])[CH:26]=2)[N:21]=[CH:20][CH:19]=1)[CH2:12][C:13]([OH:15])=[O:14])=[O:10])[C:2]1[CH:7]=[CH:6][CH:5]=[CH:4][CH:3]=1. The catalyst class is: 200. (2) Product: [OH:7][C:8]12[CH2:13][CH2:12][C:11](/[CH:16]=[CH:17]/[C:18]([O:20][CH3:21])=[O:19])([CH2:10][CH2:9]1)[CH2:14][CH2:15]2. Reactant: FC1C=C(C=C(F)C=1)C([O:7][C:8]12[CH2:15][CH2:14][C:11](/[CH:16]=[CH:17]/[C:18]([O:20][CH3:21])=[O:19])([CH2:12][CH2:13]1)[CH2:10][CH2:9]2)=O.C[O-].[Na+].Cl. The catalyst class is: 5. (3) Reactant: [Br:1][C:2]1[CH:3]=[C:4]([F:11])[C:5]([C:8](Cl)=[O:9])=[N:6][CH:7]=1.[BH4-].[Li+].CO. Product: [Br:1][C:2]1[CH:3]=[C:4]([F:11])[C:5]([CH2:8][OH:9])=[N:6][CH:7]=1. The catalyst class is: 7. (4) Reactant: [F:1][C:2]1[CH:33]=[CH:32][C:5]2[NH:6][C:7]([C:9]3[CH:10]=[CH:11][C:12]([N:15]4[CH2:19][CH2:18][C@@H:17]([O:20][C@H:21]5[CH2:26][CH2:25][C@H:24]([CH2:27][C:28]([O:30]C)=[O:29])[CH2:23][CH2:22]5)[CH2:16]4)=[N:13][CH:14]=3)=[N:8][C:4]=2[CH:3]=1.[OH-].[Li+]. Product: [F:1][C:2]1[CH:33]=[CH:32][C:5]2[NH:6][C:7]([C:9]3[CH:10]=[CH:11][C:12]([N:15]4[CH2:19][CH2:18][C@@H:17]([O:20][C@H:21]5[CH2:22][CH2:23][C@H:24]([CH2:27][C:28]([OH:30])=[O:29])[CH2:25][CH2:26]5)[CH2:16]4)=[N:13][CH:14]=3)=[N:8][C:4]=2[CH:3]=1. The catalyst class is: 20. (5) Reactant: [NH:1]([C:5]1[CH:11]=[CH:10][C:8]([OH:9])=[CH:7][CH:6]=1)[C:2]([CH3:4])=[O:3].C([O-])([O-])=O.[K+].[K+].[I-].[Na+].Cl[CH:21]([CH3:26])[C:22]([O:24][CH3:25])=[O:23]. Product: [CH3:25][O:24][C:22](=[O:23])[CH:21]([O:9][C:8]1[CH:10]=[CH:11][C:5]([NH:1][C:2](=[O:3])[CH3:4])=[CH:6][CH:7]=1)[CH3:26]. The catalyst class is: 21.